From a dataset of Forward reaction prediction with 1.9M reactions from USPTO patents (1976-2016). Predict the product of the given reaction. (1) The product is: [C:1]([N:4]1[CH2:5][C:6]([CH2:38][C:39]([OH:41])=[O:40])([C:8]2[CH:13]=[CH:12][C:11]([O:14][CH2:15][C:16]3[CH:17]=[C:18]([C:22]4[C:23]([CH3:37])=[CH:24][C:25]([O:29][CH2:30][CH2:31][CH2:32][S:33]([CH3:36])(=[O:34])=[O:35])=[CH:26][C:27]=4[CH3:28])[CH:19]=[CH:20][CH:21]=3)=[CH:10][CH:9]=2)[CH2:7]1)(=[O:3])[CH3:2]. Given the reactants [C:1]([N:4]1[CH2:7][C:6]([CH2:38][C:39]([O:41]CC)=[O:40])([C:8]2[CH:13]=[CH:12][C:11]([O:14][CH2:15][C:16]3[CH:17]=[C:18]([C:22]4[C:27]([CH3:28])=[CH:26][C:25]([O:29][CH2:30][CH2:31][CH2:32][S:33]([CH3:36])(=[O:35])=[O:34])=[CH:24][C:23]=4[CH3:37])[CH:19]=[CH:20][CH:21]=3)=[CH:10][CH:9]=2)[CH2:5]1)(=[O:3])[CH3:2].O.[OH-].[Li+], predict the reaction product. (2) Given the reactants [CH3:1][O:2][C:3]1[C:8]2[CH2:9][CH2:10][CH:11]([NH:14][CH2:15][C:16]([F:19])([F:18])[F:17])[CH2:12][CH2:13][C:7]=2[CH:6]=[CH:5][C:4]=1[NH2:20].Cl[C:22]1[N:27]=[C:26]([NH:28][C:29]2[CH:34]=[CH:33][CH:32]=[CH:31][C:30]=2[S:35]([N:38]([CH3:40])[CH3:39])(=[O:37])=[O:36])[C:25]([Cl:41])=[CH:24][N:23]=1, predict the reaction product. The product is: [Cl:41][C:25]1[C:26]([NH:28][C:29]2[CH:34]=[CH:33][CH:32]=[CH:31][C:30]=2[S:35]([N:38]([CH3:40])[CH3:39])(=[O:37])=[O:36])=[N:27][C:22]([NH:20][C:4]2[CH:5]=[CH:6][C:7]3[CH2:13][CH2:12][CH:11]([NH:14][CH2:15][C:16]([F:18])([F:17])[F:19])[CH2:10][CH2:9][C:8]=3[C:3]=2[O:2][CH3:1])=[N:23][CH:24]=1. (3) Given the reactants [NH:1]1[CH2:6][CH2:5][CH:4]([NH:7][C:8]2[C:9]3[CH:16]=[C:15]([CH2:17][C:18]([F:21])([F:20])[F:19])[S:14][C:10]=3[N:11]=[CH:12][N:13]=2)[CH2:3][CH2:2]1.[OH:22][C:23]1[CH:30]=[CH:29][C:26]([CH:27]=O)=[CH:25][CH:24]=1.[BH3-]C#N.[Na+], predict the reaction product. The product is: [F:20][C:18]([F:21])([F:19])[CH2:17][C:15]1[S:14][C:10]2[N:11]=[CH:12][N:13]=[C:8]([NH:7][CH:4]3[CH2:5][CH2:6][N:1]([CH2:27][C:26]4[CH:29]=[CH:30][C:23]([OH:22])=[CH:24][CH:25]=4)[CH2:2][CH2:3]3)[C:9]=2[CH:16]=1. (4) Given the reactants C(=O)([O-])[O-].[K+].[K+].Cl[C:8]1[CH:9]=[C:10]([CH:15]=[CH:16][N:17]=1)[C:11]([O:13][CH3:14])=[O:12].[Cl:18][C:19]1[CH:20]=[C:21](B2OC(C)(C)C(C)(C)O2)[CH:22]=[C:23]([Cl:25])[CH:24]=1.CO, predict the reaction product. The product is: [Cl:18][C:19]1[CH:20]=[C:21]([C:8]2[CH:9]=[C:10]([CH:15]=[CH:16][N:17]=2)[C:11]([O:13][CH3:14])=[O:12])[CH:22]=[C:23]([Cl:25])[CH:24]=1. (5) Given the reactants [CH2:1]([O:3][C:4](=[O:14])[C:5](=[O:13])[CH:6]([CH3:12])[C:7](=[N:10]O)[CH2:8][CH3:9])[CH3:2].S(=O)(=O)(O)O.C(=O)(O)[O-].[Na+], predict the reaction product. The product is: [CH2:1]([O:3][C:4]([C:5]1[O:13][N:10]=[C:7]([CH2:8][CH3:9])[C:6]=1[CH3:12])=[O:14])[CH3:2]. (6) Given the reactants [Cl:1][C:2]1[C:3]([CH3:53])=[C:4]([C:18]2[C:26]3[C:25]([O:27][C@H:28]([CH2:34][C:35]4[CH:40]=[CH:39][CH:38]=[CH:37][C:36]=4[O:41]C4CCCCO4)[C:29]([O:31][CH2:32][CH3:33])=[O:30])=[N:24][CH:23]=[N:22][C:21]=3[S:20][C:19]=2[CH2:48][CH2:49][CH2:50][O:51][CH3:52])[CH:5]=[CH:6][C:7]=1[O:8][CH2:9][CH2:10][N:11]1[CH2:16][CH2:15][N:14]([CH3:17])[CH2:13][CH2:12]1.Cl, predict the reaction product. The product is: [Cl:1][C:2]1[C:3]([CH3:53])=[C:4]([C:18]2[C:26]3[C:25]([O:27][C@H:28]([CH2:34][C:35]4[CH:40]=[CH:39][CH:38]=[CH:37][C:36]=4[OH:41])[C:29]([O:31][CH2:32][CH3:33])=[O:30])=[N:24][CH:23]=[N:22][C:21]=3[S:20][C:19]=2[CH2:48][CH2:49][CH2:50][O:51][CH3:52])[CH:5]=[CH:6][C:7]=1[O:8][CH2:9][CH2:10][N:11]1[CH2:16][CH2:15][N:14]([CH3:17])[CH2:13][CH2:12]1. (7) Given the reactants Br[C:2]1[C:6]2[N:7]=[C:8](C3C(F)=CC=CC=3F)[C:9]3[CH:10]=[C:11]([C:15]#[N:16])[CH:12]=[CH:13][C:14]=3[C:5]=2[N:4](COCC[Si](C)(C)C)[N:3]=1, predict the reaction product. The product is: [N:4]1[NH:3][CH:2]=[C:6]2[C:5]=1[C:14]1[CH:13]=[CH:12][C:11]([C:15]#[N:16])=[CH:10][C:9]=1[CH:8]=[N:7]2.